Predict which catalyst facilitates the given reaction. From a dataset of Catalyst prediction with 721,799 reactions and 888 catalyst types from USPTO. (1) Reactant: [F:1][C:2]1[CH:7]=[CH:6][C:5]([C:8]2[C:9](=[O:25])[N:10]([CH2:16][C:17]3[CH:22]=[CH:21][C:20]([O:23][CH3:24])=[CH:19][CH:18]=3)[N:11]=[C:12]([CH2:14]O)[CH:13]=2)=[CH:4][CH:3]=1.CCN(C(C)C)C(C)C.CS([Cl:39])(=O)=O. Product: [Cl:39][CH2:14][C:12]1[CH:13]=[C:8]([C:5]2[CH:6]=[CH:7][C:2]([F:1])=[CH:3][CH:4]=2)[C:9](=[O:25])[N:10]([CH2:16][C:17]2[CH:22]=[CH:21][C:20]([O:23][CH3:24])=[CH:19][CH:18]=2)[N:11]=1. The catalyst class is: 4. (2) Reactant: [C:1]([OH:6])(=O)[C:2]([CH3:4])=[CH2:3].C(OC(Cl)=O)C.C(N(CC)CC)C.[CH:20]1[C:25]([NH2:26])=[CH:24][CH:23]=[C:22]([OH:27])[CH:21]=1.Cl. Product: [OH:27][C:22]1[CH:23]=[CH:24][C:25]([NH:26][C:1](=[O:6])[C:2]([CH3:4])=[CH2:3])=[CH:20][CH:21]=1. The catalyst class is: 10. (3) Reactant: [C:1]([C:3]1([C:16]2[CH:21]=[CH:20][CH:19]=[C:18]([CH3:22])[N:17]=2)[CH2:8][CH2:7][N:6](C(OC(C)(C)C)=O)[CH2:5][CH2:4]1)#[N:2].[ClH:23]. Product: [ClH:23].[ClH:23].[CH3:22][C:18]1[N:17]=[C:16]([C:3]2([C:1]#[N:2])[CH2:8][CH2:7][NH:6][CH2:5][CH2:4]2)[CH:21]=[CH:20][CH:19]=1. The catalyst class is: 12. (4) Reactant: [CH:1]#[C:2][CH2:3][NH:4][C@H:5]1[C:9]2[CH:10]=[CH:11][CH:12]=[CH:13][C:8]=2[CH2:7][CH2:6]1.[C:14]([OH:22])(=[O:21])[C:15]1[CH:20]=[CH:19][CH:18]=[CH:17][CH:16]=1. Product: [CH:1]#[C:2][CH2:3][NH:4][C@H:5]1[C:9]2[CH:10]=[CH:11][CH:12]=[CH:13][C:8]=2[CH2:7][CH2:6]1.[C:14]([O-:22])(=[O:21])[C:15]1[CH:20]=[CH:19][CH:18]=[CH:17][CH:16]=1. The catalyst class is: 41. (5) Reactant: Cl.[Cl:2][C:3]1[CH:4]=[CH:5][C:6]([CH3:36])=[C:7]([NH:9][C:10]([C:12]2[N:13]=[CH:14][NH:15][C:16]=2[C:17]([NH:19][C:20]2[NH:24][C:23]3[CH:25]=[CH:26][C:27]([O:29][CH:30]4[CH2:35][CH2:34][NH:33][CH2:32][CH2:31]4)=[CH:28][C:22]=3[N:21]=2)=[O:18])=[O:11])[CH:8]=1.Cl. Product: [Cl:2][C:3]1[CH:4]=[CH:5][C:6]([CH3:36])=[C:7]([NH:9][C:10]([C:12]2[N:13]=[CH:14][NH:15][C:16]=2[C:17]([NH:19][C:20]2[NH:24][C:23]3[CH:25]=[CH:26][C:27]([O:29][CH:30]4[CH2:35][CH2:34][NH:33][CH2:32][CH2:31]4)=[CH:28][C:22]=3[N:21]=2)=[O:18])=[O:11])[CH:8]=1. The catalyst class is: 12. (6) Reactant: [Cl:1][C:2]1[C:3]([C:26]#[N:27])=[C:4]([C:8]([NH:10][C@@H:11]2[CH2:16][CH2:15][N:14](C(OCC)=O)[CH2:13][C@@H:12]2[O:22][CH2:23][CH:24]=[CH2:25])=[O:9])[NH:5][C:6]=1[CH3:7].II.C[Si](C)(C)[Si](C)(C)C.S([O-])([O-])(=O)=S.[Na+].[Na+]. Product: [Cl:1][C:2]1[C:3]([C:26]#[N:27])=[C:4]([C:8]([NH:10][C@@H:11]2[CH2:16][CH2:15][NH:14][CH2:13][C@@H:12]2[O:22][CH2:23][CH:24]=[CH2:25])=[O:9])[NH:5][C:6]=1[CH3:7]. The catalyst class is: 11.